This data is from NCI-60 drug combinations with 297,098 pairs across 59 cell lines. The task is: Regression. Given two drug SMILES strings and cell line genomic features, predict the synergy score measuring deviation from expected non-interaction effect. (1) Drug 1: CN(CC1=CN=C2C(=N1)C(=NC(=N2)N)N)C3=CC=C(C=C3)C(=O)NC(CCC(=O)O)C(=O)O. Drug 2: C1=NNC2=C1C(=O)NC=N2. Cell line: CAKI-1. Synergy scores: CSS=-11.8, Synergy_ZIP=8.14, Synergy_Bliss=10.7, Synergy_Loewe=-12.8, Synergy_HSA=-12.1. (2) Drug 1: CN(C(=O)NC(C=O)C(C(C(CO)O)O)O)N=O. Drug 2: C1C(C(OC1N2C=NC3=C2NC=NCC3O)CO)O. Cell line: SK-OV-3. Synergy scores: CSS=42.3, Synergy_ZIP=0.577, Synergy_Bliss=0.238, Synergy_Loewe=-0.815, Synergy_HSA=0.271.